From a dataset of Forward reaction prediction with 1.9M reactions from USPTO patents (1976-2016). Predict the product of the given reaction. (1) Given the reactants [CH:1]1([C:4]2[C:12](B3OC(C)(C)C(C)(C)O3)=[CH:11][CH:10]=[C:9]3[C:5]=2[CH2:6][C:7](=[O:23])[N:8]3[CH3:22])[CH2:3][CH2:2]1.Br[C:25]1[CH:26]=[C:27]([CH2:31][OH:32])[CH:28]=[N:29][CH:30]=1.COCCOC.C(=O)([O-])[O-].[Na+].[Na+], predict the reaction product. The product is: [CH:1]1([C:4]2[C:12]([C:25]3[CH:30]=[N:29][CH:28]=[C:27]([CH2:31][OH:32])[CH:26]=3)=[CH:11][CH:10]=[C:9]3[C:5]=2[CH2:6][C:7](=[O:23])[N:8]3[CH3:22])[CH2:2][CH2:3]1. (2) Given the reactants [Cl:1][C:2]1[CH:3]=[CH:4][C:5]([C:9]2[N:13]([CH2:14][CH:15]3[CH2:20][CH2:19][CH2:18][CH2:17][CH2:16]3)[C:12]3[CH:21]=[C:22]([F:26])[C:23]([F:25])=[CH:24][C:11]=3[N:10]=2)=[C:6]([OH:8])[CH:7]=1.Br[CH2:28][C:29]1[CH:36]=[CH:35][C:32]([C:33]#[N:34])=[CH:31][CH:30]=1, predict the reaction product. The product is: [Cl:1][C:2]1[CH:3]=[CH:4][C:5]([C:9]2[N:13]([CH2:14][CH:15]3[CH2:16][CH2:17][CH2:18][CH2:19][CH2:20]3)[C:12]3[CH:21]=[C:22]([F:26])[C:23]([F:25])=[CH:24][C:11]=3[N:10]=2)=[C:6]([CH:7]=1)[O:8][CH2:28][C:29]1[CH:36]=[CH:35][C:32]([C:33]#[N:34])=[CH:31][CH:30]=1.